This data is from NCI-60 drug combinations with 297,098 pairs across 59 cell lines. The task is: Regression. Given two drug SMILES strings and cell line genomic features, predict the synergy score measuring deviation from expected non-interaction effect. (1) Drug 1: COC1=C(C=C2C(=C1)N=CN=C2NC3=CC(=C(C=C3)F)Cl)OCCCN4CCOCC4. Drug 2: C1=CC=C(C(=C1)C(C2=CC=C(C=C2)Cl)C(Cl)Cl)Cl. Cell line: NCI-H522. Synergy scores: CSS=40.5, Synergy_ZIP=3.49, Synergy_Bliss=4.07, Synergy_Loewe=-0.872, Synergy_HSA=4.79. (2) Drug 1: CN1C(=O)N2C=NC(=C2N=N1)C(=O)N. Drug 2: N.N.Cl[Pt+2]Cl. Cell line: MCF7. Synergy scores: CSS=22.2, Synergy_ZIP=-4.77, Synergy_Bliss=-2.00, Synergy_Loewe=-5.86, Synergy_HSA=0.181. (3) Synergy scores: CSS=49.3, Synergy_ZIP=-2.72, Synergy_Bliss=-0.676, Synergy_Loewe=-37.6, Synergy_HSA=-0.426. Drug 2: COC1=C2C(=CC3=C1OC=C3)C=CC(=O)O2. Cell line: UACC62. Drug 1: CCC1=CC2CC(C3=C(CN(C2)C1)C4=CC=CC=C4N3)(C5=C(C=C6C(=C5)C78CCN9C7C(C=CC9)(C(C(C8N6C)(C(=O)OC)O)OC(=O)C)CC)OC)C(=O)OC.C(C(C(=O)O)O)(C(=O)O)O. (4) Drug 1: C1=CC(=CC=C1CCC2=CNC3=C2C(=O)NC(=N3)N)C(=O)NC(CCC(=O)O)C(=O)O. Drug 2: C1CC(=O)NC(=O)C1N2C(=O)C3=CC=CC=C3C2=O. Cell line: SW-620. Synergy scores: CSS=26.8, Synergy_ZIP=1.21, Synergy_Bliss=1.18, Synergy_Loewe=-9.38, Synergy_HSA=1.58. (5) Drug 1: C1=NC2=C(N1)C(=S)N=C(N2)N. Drug 2: C1CN1P(=S)(N2CC2)N3CC3. Cell line: HCT116. Synergy scores: CSS=40.5, Synergy_ZIP=-4.67, Synergy_Bliss=-4.28, Synergy_Loewe=-4.97, Synergy_HSA=0.492. (6) Drug 1: CC12CCC3C(C1CCC2=O)CC(=C)C4=CC(=O)C=CC34C. Drug 2: CC1CCC2CC(C(=CC=CC=CC(CC(C(=O)C(C(C(=CC(C(=O)CC(OC(=O)C3CCCCN3C(=O)C(=O)C1(O2)O)C(C)CC4CCC(C(C4)OC)O)C)C)O)OC)C)C)C)OC. Cell line: HT29. Synergy scores: CSS=32.4, Synergy_ZIP=-4.26, Synergy_Bliss=-5.14, Synergy_Loewe=-3.71, Synergy_HSA=-1.73.